This data is from Full USPTO retrosynthesis dataset with 1.9M reactions from patents (1976-2016). The task is: Predict the reactants needed to synthesize the given product. (1) The reactants are: [Cl:1][C:2]1[CH:7]=[C:6]([N:8]=[C:9]=[S:10])[CH:5]=[C:4]([C:11]([F:14])([F:13])[F:12])[C:3]=1[C:15]1[CH:20]=[CH:19][C:18]([S:21]([CH2:24][C@@H:25]2[CH2:29][CH2:28][CH2:27][N:26]2[C:30]([O:32][C:33]([CH3:36])([CH3:35])[CH3:34])=[O:31])(=[O:23])=[O:22])=[CH:17][CH:16]=1.[N:37]#[C:38][NH2:39].[Na].[CH3:41]I. Given the product [Cl:1][C:2]1[CH:7]=[C:6]([N:8]([NH:37][C:38]#[N:39])[CH2:9][S:10][CH3:41])[CH:5]=[C:4]([C:11]([F:14])([F:12])[F:13])[C:3]=1[C:15]1[CH:20]=[CH:19][C:18]([S:21]([CH2:24][C@@H:25]2[CH2:29][CH2:28][CH2:27][N:26]2[C:30]([O:32][C:33]([CH3:36])([CH3:35])[CH3:34])=[O:31])(=[O:23])=[O:22])=[CH:17][CH:16]=1, predict the reactants needed to synthesize it. (2) Given the product [Cl:9][C:10]1[CH:15]=[C:14]([I:17])[C:13]([Cl:16])=[CH:12][N:11]=1, predict the reactants needed to synthesize it. The reactants are: [Li+].CC([N-]C(C)C)C.[Cl:9][C:10]1[CH:15]=[CH:14][C:13]([Cl:16])=[CH:12][N:11]=1.[I:17]I.